Dataset: Catalyst prediction with 721,799 reactions and 888 catalyst types from USPTO. Task: Predict which catalyst facilitates the given reaction. Product: [F:33][C:30]1[CH:29]=[C:19]([CH:18]=[C:17]([C:4]2[N:5]=[CH:6][C:7]3[C:8]([C:10]4[CH:15]=[CH:14][C:13]([F:16])=[CH:12][CH:11]=4)=[N:35][NH:36][C:2]=3[CH:3]=2)[C:31]=1[CH3:32])[C:20]([NH:22][C:23]1[N:27]([CH3:28])[N:26]=[CH:25][CH:24]=1)=[O:21]. Reactant: Cl[C:2]1[C:7]([C:8]([C:10]2[CH:15]=[CH:14][C:13]([F:16])=[CH:12][CH:11]=2)=O)=[CH:6][N:5]=[C:4]([C:17]2[CH:18]=[C:19]([CH:29]=[C:30]([F:33])[C:31]=2[CH3:32])[C:20]([NH:22][C:23]2[N:27]([CH3:28])[N:26]=[CH:25][CH:24]=2)=[O:21])[CH:3]=1.O.[NH2:35][NH2:36]. The catalyst class is: 20.